The task is: Predict the reactants needed to synthesize the given product.. This data is from Full USPTO retrosynthesis dataset with 1.9M reactions from patents (1976-2016). (1) Given the product [NH:17]([C:15]([C:14]1[CH:29]=[CH:30][N:31]=[C:12]([NH:11][C:9](=[O:10])[CH2:8][CH2:7][C:1]2[CH:2]=[CH:3][CH:4]=[CH:5][CH:6]=2)[CH:13]=1)=[O:16])[NH2:18], predict the reactants needed to synthesize it. The reactants are: [C:1]1([CH2:7][CH2:8][C:9]([NH:11][C:12]2[CH:13]=[C:14]([CH:29]=[CH:30][N:31]=2)[C:15]([NH:17][NH:18]C(OCC2C=CC=CC=2)=O)=[O:16])=[O:10])[CH:6]=[CH:5][CH:4]=[CH:3][CH:2]=1.CO. (2) Given the product [Cl:1][C:2]1[CH:3]=[N:4][C:5]([N:11]2[CH2:15][CH2:14][CH:13]([O:16][C:17]3[CH:22]=[CH:21][C:20]([F:23])=[CH:19][CH:18]=3)[CH2:12]2)=[C:6]([CH:10]=1)[C:7]([NH:25][C:26]1([C:29]2[CH:38]=[CH:37][C:32]([C:33]([O:35][CH3:36])=[O:34])=[CH:31][CH:30]=2)[CH2:28][CH2:27]1)=[O:9], predict the reactants needed to synthesize it. The reactants are: [Cl:1][C:2]1[CH:3]=[N:4][C:5]([N:11]2[CH2:15][CH2:14][CH:13]([O:16][C:17]3[CH:22]=[CH:21][C:20]([F:23])=[CH:19][CH:18]=3)[CH2:12]2)=[C:6]([CH:10]=1)[C:7]([OH:9])=O.Cl.[NH2:25][C:26]1([C:29]2[CH:38]=[CH:37][C:32]([C:33]([O:35][CH3:36])=[O:34])=[CH:31][CH:30]=2)[CH2:28][CH2:27]1. (3) Given the product [CH:15]1([N:7]2[CH2:8][C:9]([F:14])([F:13])[C:10](=[O:12])[NH:11][C:5]3[CH:4]=[N:3][C:2]([NH:21][C:22]4[CH:23]=[CH:24][C:25]([C:26]([NH:28][CH:29]5[CH2:34][CH2:33][N:32]([CH3:35])[CH2:31][CH2:30]5)=[O:27])=[CH:36][CH:37]=4)=[N:20][C:6]2=3)[CH2:19][CH2:18][CH2:17][CH2:16]1, predict the reactants needed to synthesize it. The reactants are: Cl[C:2]1[N:3]=[CH:4][C:5]2[NH:11][C:10](=[O:12])[C:9]([F:14])([F:13])[CH2:8][N:7]([CH:15]3[CH2:19][CH2:18][CH2:17][CH2:16]3)[C:6]=2[N:20]=1.[NH2:21][C:22]1[CH:37]=[CH:36][C:25]([C:26]([NH:28][CH:29]2[CH2:34][CH2:33][N:32]([CH3:35])[CH2:31][CH2:30]2)=[O:27])=[CH:24][CH:23]=1.O.C1(C)C=CC(S(O)(=O)=O)=CC=1. (4) Given the product [OH:6][C@H:7]1[CH2:11][CH2:10][C@H:9]([N:12]2[C:17]3=[N:18][C:19]([NH:22][C:23]4[CH:24]=[CH:25][CH:26]=[CH:27][CH:28]=4)=[N:20][CH:21]=[C:16]3[CH2:15][N:14]([C:29]3[CH:30]=[CH:31][C:32]([O:35][CH3:36])=[CH:33][CH:34]=3)[C:13]2=[O:37])[CH2:8]1, predict the reactants needed to synthesize it. The reactants are: C([Si](C)(C)[O:6][C@H:7]1[CH2:11][CH2:10][C@H:9]([N:12]2[C:17]3=[N:18][C:19]([NH:22][C:23]4[CH:28]=[CH:27][CH:26]=[CH:25][CH:24]=4)=[N:20][CH:21]=[C:16]3[CH2:15][N:14]([C:29]3[CH:34]=[CH:33][C:32]([O:35][CH3:36])=[CH:31][CH:30]=3)[C:13]2=[O:37])[CH2:8]1)(C)(C)C. (5) Given the product [CH3:8][C:3]1[C:2]([C:15]2[S:19][C:18]([C:20]3[N:24]4[N:25]=[C:26]([CH3:34])[CH:27]=[C:28]([CH:29]([CH2:32][CH3:33])[CH2:30][CH3:31])[C:23]4=[N:22][C:21]=3[CH3:35])=[C:17]([CH3:36])[CH:16]=2)=[C:6]([CH3:7])[O:5][N:4]=1, predict the reactants needed to synthesize it. The reactants are: I[C:2]1[C:3]([CH3:8])=[N:4][O:5][C:6]=1[CH3:7].C1COCC1.Br[C:15]1[S:19][C:18]([C:20]2[N:24]3[N:25]=[C:26]([CH3:34])[CH:27]=[C:28]([CH:29]([CH2:32][CH3:33])[CH2:30][CH3:31])[C:23]3=[N:22][C:21]=2[CH3:35])=[C:17]([CH3:36])[CH:16]=1. (6) Given the product [N-:1]=[C:2]=[O:3].[CH2:15]([C:14]([CH2:2][OH:3])([CH2:10][OH:11])[CH2:13][CH3:12])[OH:30].[CH3:39][C:40]1[C:45]([N:46]=[C:47]=[O:48])=[CH:44][C:43]([N:1]=[C:2]=[O:3])=[CH:42][CH:41]=1.[CH2:7]([C:25]([CH2:2][OH:3])([CH2:24][OH:18])[CH2:26][CH3:27])[OH:8].[CH2:57]([CH2:56][CH2:55][N:54]=[C:53]=[O:52])[CH2:62][CH2:63][CH2:64][N:1]=[C:2]=[O:3].[CH2:76]([CH2:77][CH2:78][N:81]=[C:82]=[O:83])[CH2:75][CH2:74][CH2:73][N:1]=[C:2]=[O:3].[CH2:89]([CH2:90][CH2:93][N:94]=[C:95]=[O:96])[CH2:88][CH2:87][CH2:92][N:1]=[C:2]=[O:3].[CH2:27]([N:28]=[C:29]=[O:30])[CH2:26][CH2:25][CH2:24][CH2:23][CH2:22][N:1]=[C:2]=[O:3], predict the reactants needed to synthesize it. The reactants are: [N-:1]=[C:2]=[O:3].C(N=[C:10]=[O:11])CN=[C:7]=[O:8].[CH2:12](N=C=O)[CH2:13][CH2:14][CH2:15]N=C=[O:18].[CH2:22](N=C=O)[CH2:23][CH2:24][CH2:25][CH2:26][CH2:27][N:28]=[C:29]=[O:30].C(N=C=O)CCCC[CH2:39][CH2:40][CH2:41][CH2:42][CH2:43][CH2:44][CH2:45][N:46]=[C:47]=[O:48].[O:52]=[C:53]=[N:54][CH:55]1[CH2:64][C:63](C)(C)[CH2:62][C:57](C)(CN=C=O)[CH2:56]1.C1[CH:73]([CH2:74][CH:75]2CC[CH:78]([N:81]=[C:82]=[O:83])[CH2:77][CH2:76]2)CCC(N=C=O)C1.[C:87]1(CN=C=O)[CH:92]=C[C:90]([CH2:93][N:94]=[C:95]=[O:96])=[CH:89][CH:88]=1. (7) Given the product [CH2:1]([O:8][C:9]1[CH:10]=[C:11]([C:15]2[CH:16]=[C:17]3[C:22](=[N:23][CH:24]=2)[N:21]([C:34]([NH:33][C:25](=[O:32])[C:26]2[CH:27]=[CH:28][CH:29]=[CH:30][CH:31]=2)=[O:35])[CH2:20][CH2:19][CH2:18]3)[CH:12]=[N:13][CH:14]=1)[C:2]1[CH:3]=[CH:4][CH:5]=[CH:6][CH:7]=1, predict the reactants needed to synthesize it. The reactants are: [CH2:1]([O:8][C:9]1[CH:10]=[C:11]([C:15]2[CH:16]=[C:17]3[C:22](=[N:23][CH:24]=2)[NH:21][CH2:20][CH2:19][CH2:18]3)[CH:12]=[N:13][CH:14]=1)[C:2]1[CH:7]=[CH:6][CH:5]=[CH:4][CH:3]=1.[C:25]([N:33]=[C:34]=[O:35])(=[O:32])[C:26]1[CH:31]=[CH:30][CH:29]=[CH:28][CH:27]=1. (8) Given the product [NH2:2][CH2:1][C:3]1[CH:8]=[CH:7][C:6]([S:9]([NH:12][C:13]2[CH:18]=[CH:17][N:16]=[CH:15][CH:14]=2)(=[O:11])=[O:10])=[CH:5][CH:4]=1, predict the reactants needed to synthesize it. The reactants are: [C:1]([C:3]1[CH:8]=[CH:7][C:6]([S:9]([NH:12][C:13]2[CH:18]=[CH:17][N:16]=[CH:15][CH:14]=2)(=[O:11])=[O:10])=[CH:5][CH:4]=1)#[N:2].Cl.[OH-].[Na+].C(=O)([O-])[O-].[K+].[K+]. (9) Given the product [NH:6]1[CH:7]=[C:2]([N:1]=[C:15]([C:14]2[CH:24]=[CH:25][C:11]([F:10])=[CH:12][CH:13]=2)[C:17]2[CH:18]=[CH:19][C:20]([F:23])=[CH:21][CH:22]=2)[C:3](=[O:9])[NH:4][C:5]1=[O:8], predict the reactants needed to synthesize it. The reactants are: [NH2:1][C:2]1[C:3](=[O:9])[NH:4][C:5](=[O:8])[NH:6][CH:7]=1.[F:10][C:11]1[CH:25]=[CH:24][C:14]([C:15]([C:17]2[CH:22]=[CH:21][C:20]([F:23])=[CH:19][CH:18]=2)=O)=[CH:13][CH:12]=1.